This data is from Forward reaction prediction with 1.9M reactions from USPTO patents (1976-2016). The task is: Predict the product of the given reaction. (1) The product is: [CH3:9][C:3]1[C:4]([N+:10]([O-:12])=[O:11])=[CH:5][CH:6]=[C:7]([CH3:8])[C:2]=1[NH2:1]. Given the reactants [NH2:1][C:2]1[C:3]([CH3:9])=[CH:4][CH:5]=[CH:6][C:7]=1[CH3:8].[N+:10]([O-])([OH:12])=[O:11].[OH-].[Na+], predict the reaction product. (2) Given the reactants Cl[C:2]1[C:7]([F:8])=[CH:6][N:5]=[C:4]([C:9]2[CH:13]=[C:12]([C:14]3[CH:18]=[CH:17][O:16][N:15]=3)[N:11]([CH2:19][C:20]3[CH:25]=[CH:24][CH:23]=[CH:22][C:21]=3[F:26])[N:10]=2)[N:3]=1.[CH3:27][O:28][C:29]1[CH:45]=[CH:44][C:32]([CH2:33][O:34][CH2:35][C:36]([NH:38][CH2:39][C:40]([F:43])([F:42])[F:41])=[O:37])=[CH:31][CH:30]=1.C(=O)([O-])[O-].[Cs+].[Cs+].C(=O)(O)[O-].[Na+], predict the reaction product. The product is: [F:8][C:7]1[C:2]([N:38]([CH2:39][C:40]([F:41])([F:42])[F:43])[C:36](=[O:37])[CH2:35][O:34][CH2:33][C:32]2[CH:31]=[CH:30][C:29]([O:28][CH3:27])=[CH:45][CH:44]=2)=[N:3][C:4]([C:9]2[CH:13]=[C:12]([C:14]3[CH:18]=[CH:17][O:16][N:15]=3)[N:11]([CH2:19][C:20]3[CH:25]=[CH:24][CH:23]=[CH:22][C:21]=3[F:26])[N:10]=2)=[N:5][CH:6]=1. (3) Given the reactants [CH3:1][C:2]1[NH:3][C:4]2[C:9]([CH:10]=1)=[C:8]([C:11]([F:14])([F:13])[F:12])[C:7]([C:15]#[N:16])=[CH:6][CH:5]=2.Br[CH:18]([CH2:23][CH3:24])[C:19]([O:21][CH3:22])=[O:20], predict the reaction product. The product is: [C:15]([C:7]1[C:8]([C:11]([F:12])([F:14])[F:13])=[C:9]2[C:4](=[CH:5][CH:6]=1)[N:3]([CH:18]([CH2:23][CH3:24])[C:19]([O:21][CH3:22])=[O:20])[C:2]([CH3:1])=[CH:10]2)#[N:16]. (4) Given the reactants [CH3:1][C:2]1[CH:7]=[CH:6][C:5]([S:8]([N:11]2[CH2:16][CH2:15][C:14](=O)[CH:13]([C:18]([O:20]CC)=O)[CH2:12]2)(=[O:10])=[O:9])=[CH:4][CH:3]=1.[C:23]1([NH:29][NH2:30])[CH:28]=[CH:27][CH:26]=[CH:25][CH:24]=1.CC[O-].[Na+].CCO, predict the reaction product. The product is: [CH3:1][C:2]1[CH:3]=[CH:4][C:5]([S:8]([N:11]2[CH2:16][CH2:15][C:14]3[NH:30][N:29]([C:23]4[CH:28]=[CH:27][CH:26]=[CH:25][CH:24]=4)[C:18](=[O:20])[C:13]=3[CH2:12]2)(=[O:9])=[O:10])=[CH:6][CH:7]=1. (5) Given the reactants [F:1][C:2]1[C:11]([F:12])=[C:10]2[C:5]([CH:6]=[C:7](I)[CH:8]=[N:9]2)=[CH:4][CH:3]=1.CS(C)=[O:16].[OH-].[Na+].N1C2C(=CC=C3C=2N=CC=C3)C=CC=1, predict the reaction product. The product is: [F:1][C:2]1[C:11]([F:12])=[C:10]2[C:5]([CH:6]=[C:7]([OH:16])[CH:8]=[N:9]2)=[CH:4][CH:3]=1. (6) Given the reactants [CH3:1][C:2]1([CH3:28])[CH2:6][O:5][C:4]([C:7]2[C:8]([C:20]([C:22]3[CH:27]=[CH:26][CH:25]=[CH:24][CH:23]=3)=[O:21])=[CH:9][C:10]([N:13]3[CH2:18][CH2:17][N:16]([CH3:19])[CH2:15][CH2:14]3)=[N:11][CH:12]=2)=[N:3]1.Cl.[OH-:30].[Na+], predict the reaction product. The product is: [NH2:3][C:2]([CH3:1])([CH3:28])[CH2:6][O:5][C:4](=[O:30])[C:7]1[C:8]([C:20](=[O:21])[C:22]2[CH:27]=[CH:26][CH:25]=[CH:24][CH:23]=2)=[CH:9][C:10]([N:13]2[CH2:18][CH2:17][N:16]([CH3:19])[CH2:15][CH2:14]2)=[N:11][CH:12]=1. (7) Given the reactants [OH:1][CH2:2][CH2:3][NH:4][CH2:5][C:6]1[S:10][C:9]([C:11]2[CH:12]=[CH:13][C:14]([N+:28]([O-])=O)=[C:15]([NH:17][C:18](=[O:27])[C:19]3[CH:24]=[CH:23][C:22]([O:25][CH3:26])=[CH:21][CH:20]=3)[CH:16]=2)=[CH:8][CH:7]=1.CO.C(N(CC)CC)C, predict the reaction product. The product is: [NH2:28][C:14]1[CH:13]=[CH:12][C:11]([C:9]2[S:10][C:6]([CH2:5][NH:4][CH2:3][CH2:2][OH:1])=[CH:7][CH:8]=2)=[CH:16][C:15]=1[NH:17][C:18](=[O:27])[C:19]1[CH:20]=[CH:21][C:22]([O:25][CH3:26])=[CH:23][CH:24]=1. (8) Given the reactants [OH:1][C:2]1[CH:3]=[CH:4][C:5]2[C:9]([CH2:10][CH2:11][C:12]([O:14][CH2:15][CH3:16])=[O:13])=[CH:8][S:7][C:6]=2[CH:17]=1.[H-].[Na+].CS(O[CH2:25][CH2:26][C:27]1[CH:32]=[CH:31][CH:30]=[C:29]([NH:33][CH3:34])[N:28]=1)(=O)=O, predict the reaction product. The product is: [CH3:34][NH:33][C:29]1[N:28]=[C:27]([CH2:26][CH2:25][O:1][C:2]2[CH:3]=[CH:4][C:5]3[C:9]([CH2:10][CH2:11][C:12]([O:14][CH2:15][CH3:16])=[O:13])=[CH:8][S:7][C:6]=3[CH:17]=2)[CH:32]=[CH:31][CH:30]=1. (9) Given the reactants I[C:2]1[CH:7]=[CH:6][CH:5]=[CH:4][C:3]=1[NH:8][S:9]([CH3:12])(=[O:11])=[O:10].[Cl:13][CH2:14][C:15]([CH3:19])([OH:18])[C:16]#[CH:17], predict the reaction product. The product is: [Cl:13][CH2:14][C:15]([C:16]1[N:8]([S:9]([CH3:12])(=[O:11])=[O:10])[C:3]2[C:2]([CH:17]=1)=[CH:7][CH:6]=[CH:5][CH:4]=2)([OH:18])[CH3:19].